This data is from Full USPTO retrosynthesis dataset with 1.9M reactions from patents (1976-2016). The task is: Predict the reactants needed to synthesize the given product. (1) Given the product [N:54]1[C:63]2[C:58](=[CH:59][CH:60]=[CH:61][CH:62]=2)[C:57]([CH2:26][NH:27][C:14]([C:8]2[CH2:9][O:10][C:11]3[C:6]([CH:7]=2)=[CH:5][C:4]([O:3][C:2]([F:1])([F:18])[F:17])=[CH:13][CH:12]=3)=[O:16])=[CH:56][CH:55]=1, predict the reactants needed to synthesize it. The reactants are: [F:1][C:2]([F:18])([F:17])[O:3][C:4]1[CH:5]=[C:6]2[C:11](=[CH:12][CH:13]=1)[O:10][CH2:9][C:8]([C:14]([OH:16])=O)=[CH:7]2.F[P-](F)(F)(F)(F)F.[CH3:26][N+:27](C)=C(N(C)C)ON1C2N=CC=CC=2N=N1.CCN(C(C)C)C(C)C.Cl.Cl.[N:54]1[C:63]2[C:58](=[CH:59][CH:60]=[CH:61][CH:62]=2)[C:57](NC)=[CH:56][CH:55]=1.C([O-])(O)=O.[Na+]. (2) Given the product [N:1]1([CH2:6][C@H:7]2[CH2:11][CH2:10][C@@H:9]([N:12]([CH2:20][C:21]([N:61]3[CH2:62][C@@H:58]([F:57])[CH2:59][C@H:60]3[C:63]([NH2:65])=[O:64])=[O:22])[C:13]([O:15][C:16]([CH3:17])([CH3:18])[CH3:19])=[O:14])[CH2:8]2)[CH:5]=[N:4][CH:3]=[N:2]1, predict the reactants needed to synthesize it. The reactants are: [N:1]1([CH2:6][C@H:7]2[CH2:11][CH2:10][C@@H:9]([N:12]([CH2:20][C:21](O)=[O:22])[C:13]([O:15][C:16]([CH3:19])([CH3:18])[CH3:17])=[O:14])[CH2:8]2)[CH:5]=[N:4][CH:3]=[N:2]1.ON1C2C=CC=CC=2N=N1.Cl.CN(C)CCCN=C=NCC.C1(C)C=CC(S(O)(=O)=O)=CC=1.[F:57][C@@H:58]1[CH2:62][NH:61][C@H:60]([C:63]([NH2:65])=[O:64])[CH2:59]1.C(N(CC)CC)C. (3) The reactants are: Br[CH2:2][CH2:3][C:4]1[CH:9]=[CH:8][C:7]([F:10])=[CH:6][CH:5]=1.[NH:11]1[C:15](=[O:16])[CH2:14][CH2:13][C:12]1=[O:17].C(=O)([O-])[O-].[K+].[K+].[I-].[Na+]. Given the product [F:10][C:7]1[CH:8]=[CH:9][C:4]([CH2:3][CH2:2][N:11]2[C:15](=[O:16])[CH2:14][CH2:13][C:12]2=[O:17])=[CH:5][CH:6]=1, predict the reactants needed to synthesize it. (4) Given the product [F:35][C:24]1[CH:25]=[C:26]([C:29]2[CH:30]=[N:31][N:32]([CH3:34])[CH:33]=2)[CH:27]=[CH:28][C:23]=1[C:20]1([C:17]2[N:13]3[CH2:14][CH2:15][S:16][C:10]([CH2:9][OH:8])([CH3:36])[CH2:11][C:12]3=[N:19][N:18]=2)[CH2:21][CH2:22]1, predict the reactants needed to synthesize it. The reactants are: [Si]([O:8][CH2:9][C:10]1([CH3:36])[S:16][CH2:15][CH2:14][N:13]2[C:17]([C:20]3([C:23]4[CH:28]=[CH:27][C:26]([C:29]5[CH:30]=[N:31][N:32]([CH3:34])[CH:33]=5)=[CH:25][C:24]=4[F:35])[CH2:22][CH2:21]3)=[N:18][N:19]=[C:12]2[CH2:11]1)(C(C)(C)C)(C)C.Cl. (5) Given the product [F:15][C:9]1[C:10]([F:14])=[CH:11][CH:12]=[CH:13][C:8]=1[C:6]1[CH:7]=[C:2]([O:20][CH:17]([CH3:16])[C:18]#[CH:19])[N:3]=[CH:4][N:5]=1, predict the reactants needed to synthesize it. The reactants are: Cl[C:2]1[CH:7]=[C:6]([C:8]2[CH:13]=[CH:12][CH:11]=[C:10]([F:14])[C:9]=2[F:15])[N:5]=[CH:4][N:3]=1.[CH3:16][CH:17]([OH:20])[C:18]#[CH:19].[H-].[Na+].O.